This data is from Forward reaction prediction with 1.9M reactions from USPTO patents (1976-2016). The task is: Predict the product of the given reaction. (1) Given the reactants [H-].[Na+].[CH2:3]=[C:4]([CH2:7][OH:8])[CH2:5][OH:6].[Si:9](Cl)([C:12]([CH3:15])([CH3:14])[CH3:13])([CH3:11])[CH3:10].O, predict the reaction product. The product is: [Si:9]([O:6][CH2:5][C:4](=[CH2:3])[CH2:7][OH:8])([C:12]([CH3:15])([CH3:14])[CH3:13])([CH3:11])[CH3:10]. (2) Given the reactants [F:1][C:2]1[CH:3]=[CH:4][C:5]([C:8]([O:10]CC)=[O:9])=[N:6][CH:7]=1.[OH-].[Na+], predict the reaction product. The product is: [F:1][C:2]1[CH:3]=[CH:4][C:5]([C:8]([OH:10])=[O:9])=[N:6][CH:7]=1.